This data is from Reaction yield outcomes from USPTO patents with 853,638 reactions. The task is: Predict the reaction yield, written as a fraction of the theoretical maximum amount of product (1.0 means a 100% yield; for example, 0.34 means a 34% yield). The reactants are C([O:8][C:9]([C:11]1[O:36][C:14]2=[CH:15][CH:16]=[C:17]3[C:21]([N:20]([CH2:22][C@@H:23]([NH:25][C:26]([O:28][CH2:29][C:30]4[CH:35]=[CH:34][CH:33]=[CH:32][CH:31]=4)=[O:27])[CH3:24])[N:19]=[CH:18]3)=[C:13]2[CH:12]=1)=[O:10])C1C=CC=CC=1.[OH-].[Li+]. The catalyst is C(O)C.O. The product is [CH2:29]([O:28][C:26]([NH:25][C@@H:23]([CH3:24])[CH2:22][N:20]1[C:21]2[C:17](=[CH:16][CH:15]=[C:14]3[O:36][C:11]([C:9]([OH:10])=[O:8])=[CH:12][C:13]3=2)[CH:18]=[N:19]1)=[O:27])[C:30]1[CH:35]=[CH:34][CH:33]=[CH:32][CH:31]=1. The yield is 0.980.